This data is from Reaction yield outcomes from USPTO patents with 853,638 reactions. The task is: Predict the reaction yield, written as a fraction of the theoretical maximum amount of product (1.0 means a 100% yield; for example, 0.34 means a 34% yield). (1) The reactants are [CH3:1][C:2]1[C:3]([C:7]([O:9][CH3:10])=[O:8])=[CH:4][NH:5][CH:6]=1.I[C:12]1[CH:17]=[CH:16][CH:15]=[CH:14][CH:13]=1.C(=O)([O-])[O-].[K+].[K+].N1CCC[C@H]1C(O)=O. The catalyst is CN(C)C=O.[Cu](I)I. The product is [CH3:1][C:2]1[C:3]([C:7]([O:9][CH3:10])=[O:8])=[CH:4][N:5]([C:12]2[CH:17]=[CH:16][CH:15]=[CH:14][CH:13]=2)[CH:6]=1. The yield is 0.350. (2) The catalyst is C(O)=O. The reactants are C([O:5][C:6](=[O:34])[CH2:7][CH2:8][CH2:9][CH2:10][C:11](=[O:33])[NH:12][CH2:13][C:14]1[CH:15]=[C:16]2[C:20](=[CH:21][CH:22]=1)[C:19](=[O:23])[N:18]([CH:24]1[CH2:29][CH2:28][C:27](=[O:30])[NH:26][C:25]1=[O:31])[C:17]2=[O:32])(C)(C)C.CC#N. The yield is 0.880. The product is [O:31]=[C:25]1[CH:24]([N:18]2[C:17](=[O:32])[C:16]3[C:20](=[CH:21][CH:22]=[C:14]([CH2:13][NH:12][C:11]([CH2:10][CH2:9][CH2:8][CH2:7][C:6]([OH:34])=[O:5])=[O:33])[CH:15]=3)[C:19]2=[O:23])[CH2:29][CH2:28][C:27](=[O:30])[NH:26]1. (3) The reactants are CC(C)([O-])C.[K+].[CH2:7]([O:14][C:15]1[C:24](=[O:25])[C:23]2[C:18](=[CH:19][C:20]([O:27][CH2:28][C:29]3[CH:34]=[CH:33][CH:32]=[CH:31][CH:30]=3)=[CH:21][C:22]=2[OH:26])[O:17][C:16]=1[C:35]1[CH:40]=[CH:39][C:38]([OH:41])=[CH:37][CH:36]=1)[C:8]1[CH:13]=[CH:12][CH:11]=[CH:10][CH:9]=1.ClC1C=CC(S(O[CH2:53][P:54]([O:59][CH2:60][CH3:61])([O:56][CH2:57][CH3:58])=[O:55])(=O)=O)=CC=1. The catalyst is CC(N(C)C)=O. The product is [CH2:7]([O:14][C:15]1[C:24](=[O:25])[C:23]2[C:18](=[CH:19][C:20]([O:27][CH2:28][C:29]3[CH:34]=[CH:33][CH:32]=[CH:31][CH:30]=3)=[CH:21][C:22]=2[OH:26])[O:17][C:16]=1[C:35]1[CH:36]=[CH:37][C:38]([O:41][CH2:53][P:54](=[O:55])([O:59][CH2:60][CH3:61])[O:56][CH2:57][CH3:58])=[CH:39][CH:40]=1)[C:8]1[CH:9]=[CH:10][CH:11]=[CH:12][CH:13]=1. The yield is 0.200.